This data is from Full USPTO retrosynthesis dataset with 1.9M reactions from patents (1976-2016). The task is: Predict the reactants needed to synthesize the given product. (1) Given the product [NH2:23][C:18]1[N:17]([CH2:34][C:25]2[CH:26]=[CH:27][C:28]3[C:33](=[CH:32][CH:31]=[CH:30][CH:29]=3)[CH:24]=2)[C:16]2[N:15]=[CH:14][N:13]([CH2:12][C:3]3[CH:4]=[CH:5][C:6]4[C:11](=[CH:10][CH:9]=[CH:8][CH:7]=4)[CH:2]=3)[C:21]=2[C:20](=[O:22])[N:19]=1, predict the reactants needed to synthesize it. The reactants are: Cl.[CH:2]1[C:11]2[C:6](=[CH:7][CH:8]=[CH:9][CH:10]=2)[CH:5]=[CH:4][C:3]=1[CH2:12][N:13]1[C:21]2[C:20](=[O:22])[NH:19][C:18]([NH2:23])=[N:17][C:16]=2[N:15]=[CH:14]1.[CH:24]1[C:33]2[C:28](=[CH:29][CH:30]=[CH:31][CH:32]=2)[CH:27]=[CH:26][C:25]=1[CH2:34]Br. (2) Given the product [Cl:24][C:25]1[C:26]([Cl:27])=[N:10][C:9]2[C:4](=[CH:5][CH:6]=[C:7]([C:13]#[N:14])[CH:8]=2)[N:3]=1, predict the reactants needed to synthesize it. The reactants are: O=C1C(=O)[NH:10][C:9]2[C:4](=[CH:5][CH:6]=[C:7]([C:13]#[N:14])[CH:8]=2)[NH:3]1.O=S(Cl)Cl.CN(C=O)C.[Cl:24][CH2:25][CH2:26][Cl:27]. (3) Given the product [NH2:15][C@H:7]1[C:8]2[C:13](=[CH:12][CH:11]=[C:10]([N:63]3[CH2:68][CH2:67][O:66][CH2:65][CH2:64]3)[CH:9]=2)[N:4]([C:1](=[O:3])[CH3:2])[C@@H:5]([CH2:27][CH3:28])[C@@H:6]1[CH3:26], predict the reactants needed to synthesize it. The reactants are: [C:1]([N:4]1[C:13]2[C:8](=[CH:9][C:10](Br)=[CH:11][CH:12]=2)[C@H:7]([NH:15]C(=O)OCC2C=CC=CC=2)[C@@H:6]([CH3:26])[C@@H:5]1[CH2:27][CH3:28])(=[O:3])[CH3:2].CC(C)([O-])C.[Na+].CN(C1C(C2C(P(C3CCCCC3)C3CCCCC3)=CC=CC=2)=CC=CC=1)C.[NH:63]1[CH2:68][CH2:67][O:66][CH2:65][CH2:64]1. (4) Given the product [CH3:37][O:36][C:25]1[N:26]=[N:27][C:28]([C:30]2[CH:31]=[CH:32][N:33]=[CH:34][CH:35]=2)=[CH:29][C:24]=1[C:9]1[NH:8][C:16]2[C:11]([CH:10]=1)=[CH:12][CH:13]=[C:14]([CH2:17][N:18]1[CH2:19][CH2:20][CH2:21][CH2:22][CH2:23]1)[CH:15]=2, predict the reactants needed to synthesize it. The reactants are: C(OC([N:8]1[C:16]2[C:11](=[CH:12][CH:13]=[C:14]([CH2:17][N:18]3[CH2:23][CH2:22][CH2:21][CH2:20][CH2:19]3)[CH:15]=2)[CH:10]=[C:9]1[C:24]1[CH:29]=[C:28]([C:30]2[CH:35]=[CH:34][N:33]=[CH:32][CH:31]=2)[N:27]=[N:26][C:25]=1[O:36][CH3:37])=O)(C)(C)C.FC(F)(F)C(O)=O. (5) Given the product [CH3:1][C:2]1[N:6]=[C:5]([C:7]2[S:11][C:10]([NH:12][C:19](=[O:25])[CH2:20][CH2:21][CH2:22][CH2:23][CH3:24])=[N:9][C:8]=2[C:13]2[CH:14]=[CH:15][CH:16]=[CH:17][CH:18]=2)[O:4][N:3]=1, predict the reactants needed to synthesize it. The reactants are: [CH3:1][C:2]1[N:6]=[C:5]([C:7]2[S:11][C:10]([NH2:12])=[N:9][C:8]=2[C:13]2[CH:18]=[CH:17][CH:16]=[CH:15][CH:14]=2)[O:4][N:3]=1.[C:19](Cl)(=[O:25])[CH2:20][CH2:21][CH2:22][CH2:23][CH3:24]. (6) The reactants are: C1(N2C(C(F)(F)F)=C(C3[O:20]N=C4C5C(CCC=34)=CC(C=O)=CC=5)C=N2)C=CC=CC=1.[F:31][C:32]1[CH:33]=[CH:34][C:35]([N:38]2[C:42]([C:43]([F:46])([F:45])[F:44])=[C:41]([C:47]3[O:51][N:50]=[C:49]4[C:52]5[C:57]([CH2:58][CH2:59][C:48]=34)=[CH:56][C:55]([CH:60]=C)=[CH:54][CH:53]=5)[CH:40]=[N:39]2)=[N:36][CH:37]=1. Given the product [F:31][C:32]1[CH:33]=[CH:34][C:35]([N:38]2[C:42]([C:43]([F:46])([F:45])[F:44])=[C:41]([C:47]3[O:51][N:50]=[C:49]4[C:52]5[C:57]([CH2:58][CH2:59][C:48]=34)=[CH:56][C:55]([CH:60]=[O:20])=[CH:54][CH:53]=5)[CH:40]=[N:39]2)=[N:36][CH:37]=1, predict the reactants needed to synthesize it. (7) Given the product [C:48]1([C:51]2[CH:56]=[CH:55][CH:54]=[CH:53][CH:52]=2)[CH:49]=[CH:50][C:45]([CH2:44][C@H:43]([NH:42][C:39]([C@@H:15]2[CH2:16][C@@H:17]([S:19][C:20]([C:33]3[CH:38]=[CH:37][CH:36]=[CH:35][CH:34]=3)([C:21]3[CH:22]=[CH:23][CH:24]=[CH:25][CH:26]=3)[C:27]3[CH:32]=[CH:31][CH:30]=[CH:29][CH:28]=3)[CH2:18][N:14]2[S:11]([C:2]2[CH:3]=[CH:4][C:5]3[C:10](=[CH:9][CH:8]=[CH:7][CH:6]=3)[CH:1]=2)(=[O:12])=[O:13])=[O:40])[C:57]2[N:61]([CH2:62][CH2:63][C:64]#[N:65])[N:60]=[N:59][N:58]=2)=[CH:46][CH:47]=1, predict the reactants needed to synthesize it. The reactants are: [CH:1]1[C:10]2[C:5](=[CH:6][CH:7]=[CH:8][CH:9]=2)[CH:4]=[CH:3][C:2]=1[S:11]([N:14]1[CH2:18][C@H:17]([S:19][C:20]([C:33]2[CH:38]=[CH:37][CH:36]=[CH:35][CH:34]=2)([C:27]2[CH:32]=[CH:31][CH:30]=[CH:29][CH:28]=2)[C:21]2[CH:26]=[CH:25][CH:24]=[CH:23][CH:22]=2)[CH2:16][C@H:15]1[C:39](O)=[O:40])(=[O:13])=[O:12].[NH2:42][C@H:43]([C:57]1[N:61]([CH2:62][CH2:63][C:64]#[N:65])[N:60]=[N:59][N:58]=1)[CH2:44][C:45]1[CH:50]=[CH:49][C:48]([C:51]2[CH:56]=[CH:55][CH:54]=[CH:53][CH:52]=2)=[CH:47][CH:46]=1.CCN=C=NCCCN(C)C.C1C=CC2N(O)N=NC=2C=1.